This data is from Forward reaction prediction with 1.9M reactions from USPTO patents (1976-2016). The task is: Predict the product of the given reaction. Given the reactants C([O:8][N:9]1[CH2:15][CH:14]=[CH:13][CH2:12][C@@H:11]([NH:16][S:17]([C:20]2[CH:25]=[CH:24][C:23]([O:26][C:27]3[CH:32]=[CH:31][C:30]([Cl:33])=[CH:29][CH:28]=3)=[CH:22][CH:21]=2)(=[O:19])=[O:18])[C:10]1=[O:34])C1C=CC=CC=1.CS(O)(=O)=O, predict the reaction product. The product is: [Cl:33][C:30]1[CH:29]=[CH:28][C:27]([O:26][C:23]2[CH:22]=[CH:21][C:20]([S:17]([NH:16][C@@H:11]3[CH2:12][CH:13]=[CH:14][CH2:15][N:9]([OH:8])[C:10]3=[O:34])(=[O:18])=[O:19])=[CH:25][CH:24]=2)=[CH:32][CH:31]=1.